Task: Predict the reactants needed to synthesize the given product.. Dataset: Full USPTO retrosynthesis dataset with 1.9M reactions from patents (1976-2016) (1) The reactants are: [NH2:1][C:2]1[CH:11]=[CH:10][C:5]([C:6]([O:8][CH3:9])=[O:7])=[CH:4][CH:3]=1.C(N(CC)CC)C.[F:19][C:20]1[CH:28]=[CH:27][CH:26]=[C:25]([F:29])[C:21]=1[C:22](Cl)=[O:23].C(=O)(O)[O-].[Na+]. Given the product [F:19][C:20]1[CH:28]=[CH:27][CH:26]=[C:25]([F:29])[C:21]=1[C:22]([NH:1][C:2]1[CH:3]=[CH:4][C:5]([C:6]([O:8][CH3:9])=[O:7])=[CH:10][CH:11]=1)=[O:23], predict the reactants needed to synthesize it. (2) Given the product [NH2:1][C:2]1[O:15][C:14]2[C:13]3[C:8](=[CH:9][CH:10]=[C:11]([NH:16][C:30]([NH:38][CH3:36])=[S:32])[N:12]=3)[CH:7]=[CH:6][C:5]=2[CH:4]([C:17]2[CH:22]=[C:21]([O:23][CH3:24])[C:20]([O:25][CH3:26])=[C:19]([Br:27])[CH:18]=2)[C:3]=1[C:28]#[N:29], predict the reactants needed to synthesize it. The reactants are: [NH2:1][C:2]1[O:15][C:14]2[C:13]3[C:8](=[CH:9][CH:10]=[C:11]([NH2:16])[N:12]=3)[CH:7]=[CH:6][C:5]=2[CH:4]([C:17]2[CH:22]=[C:21]([O:23][CH3:24])[C:20]([O:25][CH3:26])=[C:19]([Br:27])[CH:18]=2)[C:3]=1[C:28]#[N:29].[CH2:30]([S:32]N=C=O)C.[C:36](#[N:38])C. (3) Given the product [CH3:15][N:4]1[C:5]2=[N:6][CH:7]=[C:8]([N+:12]([O-:14])=[O:13])[C:9]([CH3:11])=[C:10]2[C:2]([C:24]2[CH2:29][CH2:28][N:27]([C:30]([O:32][C:33]([CH3:36])([CH3:35])[CH3:34])=[O:31])[CH2:26][CH:25]=2)=[CH:3]1, predict the reactants needed to synthesize it. The reactants are: I[C:2]1[C:10]2[C:5](=[N:6][CH:7]=[C:8]([N+:12]([O-:14])=[O:13])[C:9]=2[CH3:11])[N:4]([CH3:15])[CH:3]=1.CC1(C)C(C)(C)OB([C:24]2[CH2:29][CH2:28][N:27]([C:30]([O:32][C:33]([CH3:36])([CH3:35])[CH3:34])=[O:31])[CH2:26][CH:25]=2)O1.C(=O)([O-])[O-].[K+].[K+].C1(P(C2C=CC=CC=2)C2C=CC=CC=2)C=CC=CC=1. (4) Given the product [CH3:1][C@@H:2]1[O:7][C@@H:6]([O:8][CH2:9][C@H:10]2[O:15][C@@H:14]([O:16][C:17]3[CH:18]=[C:19]([OH:37])[C:20]4[C:26](=[O:27])[CH2:25][C@@H:24]([C:28]5[CH:29]=[CH:30][C:31]([O:35][CH3:36])=[C:32]([OH:34])[CH:33]=5)[O:23][C:21]=4[CH:22]=3)[C@H:13]([OH:38])[C@@H:12]([OH:39])[C@@H:11]2[OH:40])[C@H:5]([OH:41])[C@H:4]([OH:42])[C@H:3]1[OH:43].[Ag:46], predict the reactants needed to synthesize it. The reactants are: [CH3:1][C@@H:2]1[O:7][C@@H:6]([O:8][CH2:9][C@H:10]2[O:15][C@@H:14]([O:16][C:17]3[CH:18]=[C:19]([OH:37])[C:20]4[C:26](=[O:27])[CH2:25][C@@H:24]([C:28]5[CH:29]=[CH:30][C:31]([O:35][CH3:36])=[C:32]([OH:34])[CH:33]=5)[O:23][C:21]=4[CH:22]=3)[C@H:13]([OH:38])[C@@H:12]([OH:39])[C@@H:11]2[OH:40])[C@H:5]([OH:41])[C@H:4]([OH:42])[C@H:3]1[OH:43].[OH-].[Na+].[Ag:46]. (5) Given the product [C:11]([O:10][C:8]([N:5]1[CH2:4][CH2:3][CH:2]([NH:1][C:30]([C:26]2[CH:27]=[CH:28][CH:29]=[C:23]3[O:22][C:21]([C:15]4[CH:20]=[CH:19][CH:18]=[CH:17][CH:16]=4)=[N:25][C:24]=23)=[O:31])[CH2:7][CH2:6]1)=[O:9])([CH3:14])([CH3:13])[CH3:12].[NH:5]1[CH2:6][CH2:7][CH:2]([NH:1][C:30]([C:26]2[CH:27]=[CH:28][CH:29]=[C:23]3[O:22][C:21]([C:15]4[CH:16]=[CH:17][CH:18]=[CH:19][CH:20]=4)=[N:25][C:24]=23)=[O:32])[CH2:3][CH2:4]1, predict the reactants needed to synthesize it. The reactants are: [NH2:1][CH:2]1[CH2:7][CH2:6][N:5]([C:8]([O:10][C:11]([CH3:14])([CH3:13])[CH3:12])=[O:9])[CH2:4][CH2:3]1.[C:15]1([C:21]2[O:22][C:23]3[C:24](=[C:26]([C:30]([OH:32])=[O:31])[CH:27]=[CH:28][CH:29]=3)[N:25]=2)[CH:20]=[CH:19][CH:18]=[CH:17][CH:16]=1.